This data is from Peptide-MHC class I binding affinity with 185,985 pairs from IEDB/IMGT. The task is: Regression. Given a peptide amino acid sequence and an MHC pseudo amino acid sequence, predict their binding affinity value. This is MHC class I binding data. (1) The peptide sequence is GSDKQVVGQ. The MHC is HLA-A11:01 with pseudo-sequence HLA-A11:01. The binding affinity (normalized) is 0.0847. (2) The peptide sequence is YISQFSYKEL. The MHC is HLA-A02:03 with pseudo-sequence HLA-A02:03. The binding affinity (normalized) is 0.498. (3) The peptide sequence is APAAVGAAV. The MHC is HLA-B07:02 with pseudo-sequence HLA-B07:02. The binding affinity (normalized) is 0.638. (4) The peptide sequence is EQKLRPNSF. The MHC is HLA-A30:01 with pseudo-sequence HLA-A30:01. The binding affinity (normalized) is 0.360. (5) The peptide sequence is IHLDKGGQF. The MHC is HLA-B35:01 with pseudo-sequence HLA-B35:01. The binding affinity (normalized) is 0.0847. (6) The peptide sequence is RGVRLHPLA. The MHC is HLA-B08:01 with pseudo-sequence HLA-B08:01. The binding affinity (normalized) is 0.